This data is from Forward reaction prediction with 1.9M reactions from USPTO patents (1976-2016). The task is: Predict the product of the given reaction. (1) Given the reactants [F:1][C:2]1[CH:7]=[CH:6][C:5]([N:8]2[C:11](=[O:12])[C@H:10]([S:13]SC3C([N+]([O-])=O)=CC=CN=3)[C@H:9]2[C:24]2[CH:38]=[CH:37][C:27]([O:28][CH2:29][C:30]([O:32]C(C)(C)C)=[O:31])=[CH:26][CH:25]=2)=[CH:4][CH:3]=1.C1(P(C2C=CC=CC=2)C2C=CC=CC=2)C=CC=CC=1.Br[CH2:59][C:60]([C:62]1[CH:67]=[CH:66][C:65]([Cl:68])=[CH:64][CH:63]=1)=[O:61].C(N(CC)CC)C, predict the reaction product. The product is: [Cl:68][C:65]1[CH:66]=[CH:67][C:62]([C:60](=[O:61])[CH2:59][S:13][C@H:10]2[C:11](=[O:12])[N:8]([C:5]3[CH:6]=[CH:7][C:2]([F:1])=[CH:3][CH:4]=3)[C@@H:9]2[C:24]2[CH:38]=[CH:37][C:27]([O:28][CH2:29][C:30]([OH:32])=[O:31])=[CH:26][CH:25]=2)=[CH:63][CH:64]=1. (2) Given the reactants [Br:1][C:2]1[C:3]2[C:4]3[CH2:23][CH2:22][N:21](C(OC(C)(C)C)=O)[CH2:20][CH2:19][C:5]=3[N:6]([CH2:11][C:12]([O:14][CH2:15][CH:16]([CH3:18])[CH3:17])=[O:13])[C:7]=2[CH:8]=[CH:9][CH:10]=1.FC(F)(F)C(O)=O, predict the reaction product. The product is: [Br:1][C:2]1[C:3]2[C:4]3[CH2:23][CH2:22][NH:21][CH2:20][CH2:19][C:5]=3[N:6]([CH2:11][C:12]([O:14][CH2:15][CH:16]([CH3:18])[CH3:17])=[O:13])[C:7]=2[CH:8]=[CH:9][CH:10]=1.